The task is: Predict the product of the given reaction.. This data is from Forward reaction prediction with 1.9M reactions from USPTO patents (1976-2016). (1) Given the reactants [N:1]1[CH:6]=[CH:5][N:4]=[CH:3][C:2]=1[C:7](Cl)=[O:8].[C:10]([O:13][C:14]1[C:23]2[C:18](=[C:19]([NH2:24])[CH:20]=[CH:21][CH:22]=2)[N:17]=[C:16]([C:25]2[CH:30]=[CH:29][CH:28]=[C:27]([C:31]([F:34])([F:33])[F:32])[CH:26]=2)[CH:15]=1)(=[O:12])[CH3:11].C(N(CC)CC)C.C([O-])(O)=O.[Na+], predict the reaction product. The product is: [C:10]([O:13][C:14]1[C:23]2[C:18](=[C:19]([NH:24][C:7]([C:2]3[CH:3]=[N:4][CH:5]=[CH:6][N:1]=3)=[O:8])[CH:20]=[CH:21][CH:22]=2)[N:17]=[C:16]([C:25]2[CH:30]=[CH:29][CH:28]=[C:27]([C:31]([F:34])([F:32])[F:33])[CH:26]=2)[CH:15]=1)(=[O:12])[CH3:11]. (2) Given the reactants [CH3:1][C:2]1([CH3:16])[C:10]2[CH2:9][CH2:8][C:7](=[O:11])[C:6](=O)[C:5]=2[C:4]([CH3:14])([CH3:13])[CH:3]1[CH3:15].CC1(C)C2CCCC(=O)C=2C(C)(C)C1C.[CH:32]([NH2:34])=O, predict the reaction product. The product is: [CH3:1][C:2]1([CH3:16])[C:10]2[CH2:9][CH2:8][C:7]3[O:11][CH:32]=[N:34][C:6]=3[C:5]=2[C:4]([CH3:14])([CH3:13])[CH:3]1[CH3:15]. (3) Given the reactants F[C:2]1[CH:20]=[CH:19][C:5]([C:6]([N:8]([CH2:14][C:15]([F:18])([F:17])[F:16])[CH2:9][C:10]([F:13])([F:12])[F:11])=[O:7])=[CH:4][C:3]=1[N+:21]([O-:23])=[O:22].[NH2:24][CH2:25][C@@H:26]1[CH2:31][CH2:30][CH2:29][CH2:28][N:27]1[C:32]([O:34][C:35]([CH3:38])([CH3:37])[CH3:36])=[O:33], predict the reaction product. The product is: [F:11][C:10]([F:12])([F:13])[CH2:9][N:8]([CH2:14][C:15]([F:16])([F:18])[F:17])[C:6]([C:5]1[CH:19]=[CH:20][C:2]([NH:24][CH2:25][C@@H:26]2[CH2:31][CH2:30][CH2:29][CH2:28][N:27]2[C:32]([O:34][C:35]([CH3:38])([CH3:37])[CH3:36])=[O:33])=[C:3]([N+:21]([O-:23])=[O:22])[CH:4]=1)=[O:7]. (4) Given the reactants [C:1]([O:5][C:6]([NH:8][C@@H:9]([C:13]([O:15][C:16]([CH3:19])([CH3:18])[CH3:17])=[O:14])[CH2:10][CH2:11]O)=[O:7])([CH3:4])([CH3:3])[CH3:2].[Br:20]N1C(=O)CCC1=O.C1(P(C2C=CC=CC=2)C2C=CC=CC=2)C=CC=CC=1, predict the reaction product. The product is: [Br:20][CH2:11][CH2:10][C@@H:9]([NH:8][C:6]([O:5][C:1]([CH3:4])([CH3:3])[CH3:2])=[O:7])[C:13]([O:15][C:16]([CH3:19])([CH3:18])[CH3:17])=[O:14]. (5) Given the reactants I[C:2]1[C:3]([CH3:20])=[N:4][N:5]([C:12]2[CH:17]=[CH:16][N:15]=[C:14]([O:18][CH3:19])[N:13]=2)[C:6]=1[C:7]([O:9][CH2:10][CH3:11])=[O:8].[Cl:21][C:22]1[CH:29]=[CH:28][C:25]([CH:26]=[O:27])=[CH:24][CH:23]=1, predict the reaction product. The product is: [Cl:21][C:22]1[CH:29]=[CH:28][C:25]([CH:26]([OH:27])[C:2]2[C:3]([CH3:20])=[N:4][N:5]([C:12]3[CH:17]=[CH:16][N:15]=[C:14]([O:18][CH3:19])[N:13]=3)[C:6]=2[C:7]([O:9][CH2:10][CH3:11])=[O:8])=[CH:24][CH:23]=1. (6) Given the reactants [F:1][C:2]1[C:10]([CH3:11])=[CH:9][CH:8]=[CH:7][C:3]=1[C:4]([OH:6])=[O:5].C1COCC1.[CH3:17][C:18](OC(OC(O[C:18]([CH3:20])([CH3:19])[CH3:17])=O)=O)([CH3:20])[CH3:19], predict the reaction product. The product is: [F:1][C:2]1[C:10]([CH3:11])=[CH:9][CH:8]=[CH:7][C:3]=1[C:4]([O:6][C:18]([CH3:20])([CH3:19])[CH3:17])=[O:5]. (7) Given the reactants [C:1]([C:5]1[CH:9]=[C:8]([NH:10][C:11](=[O:39])[NH:12][C:13]2[C:22]3[C:17](=[CH:18][CH:19]=[CH:20][CH:21]=3)[C:16]([O:23][C:24]3[CH:29]=[CH:28][N:27]=[C:26]([NH:30][C:31]([N:33]4[CH2:38][CH2:37][O:36][CH2:35][CH2:34]4)=[O:32])[CH:25]=3)=[CH:15][CH:14]=2)[N:7]([C:40]2[CH:45]=[CH:44][C:43]([O:46][Si](C(C)C)(C(C)C)C(C)C)=[C:42]([Cl:57])[CH:41]=2)[N:6]=1)([CH3:4])([CH3:3])[CH3:2].CCCC[N+](CCCC)(CCCC)CCCC.[F-], predict the reaction product. The product is: [C:1]([C:5]1[CH:9]=[C:8]([NH:10][C:11](=[O:39])[NH:12][C:13]2[C:22]3[C:17](=[CH:18][CH:19]=[CH:20][CH:21]=3)[C:16]([O:23][C:24]3[CH:29]=[CH:28][N:27]=[C:26]([NH:30][C:31]([N:33]4[CH2:38][CH2:37][O:36][CH2:35][CH2:34]4)=[O:32])[CH:25]=3)=[CH:15][CH:14]=2)[N:7]([C:40]2[CH:45]=[CH:44][C:43]([OH:46])=[C:42]([Cl:57])[CH:41]=2)[N:6]=1)([CH3:4])([CH3:2])[CH3:3]. (8) Given the reactants [CH2:1]([C:3]1[O:7][C:6]([CH:8]([C:10]2[CH:15]=[CH:14][CH:13]=[CH:12][N:11]=2)[OH:9])=[CH:5][CH:4]=1)[CH3:2], predict the reaction product. The product is: [CH2:1]([C:3]1[O:7][C:6]([C:8]([C:10]2[CH:15]=[CH:14][CH:13]=[CH:12][N:11]=2)=[O:9])=[CH:5][CH:4]=1)[CH3:2].